Dataset: NCI-60 drug combinations with 297,098 pairs across 59 cell lines. Task: Regression. Given two drug SMILES strings and cell line genomic features, predict the synergy score measuring deviation from expected non-interaction effect. Drug 1: CC1C(C(CC(O1)OC2CC(CC3=C2C(=C4C(=C3O)C(=O)C5=C(C4=O)C(=CC=C5)OC)O)(C(=O)C)O)N)O.Cl. Drug 2: C(CCl)NC(=O)N(CCCl)N=O. Cell line: SN12C. Synergy scores: CSS=24.0, Synergy_ZIP=-5.14, Synergy_Bliss=1.63, Synergy_Loewe=2.04, Synergy_HSA=2.14.